This data is from Reaction yield outcomes from USPTO patents with 853,638 reactions. The task is: Predict the reaction yield, written as a fraction of the theoretical maximum amount of product (1.0 means a 100% yield; for example, 0.34 means a 34% yield). The reactants are [F:1][C:2]([F:15])([F:14])[S:3]([O:6]S(C(F)(F)F)(=O)=O)(=[O:5])=[O:4].O[C@@H:17]([CH:28]1[CH2:33][CH2:32][CH2:31][CH2:30][CH2:29]1)[C:18]([O:20][CH2:21][C:22]1[CH:27]=[CH:26][CH:25]=[CH:24][CH:23]=1)=[O:19].N1C(C)=CC=CC=1C. The catalyst is C(Cl)Cl. The product is [CH:28]1([C@H:17]([O:6][S:3]([C:2]([F:15])([F:14])[F:1])(=[O:5])=[O:4])[C:18]([O:20][CH2:21][C:22]2[CH:23]=[CH:24][CH:25]=[CH:26][CH:27]=2)=[O:19])[CH2:33][CH2:32][CH2:31][CH2:30][CH2:29]1. The yield is 0.150.